From a dataset of Full USPTO retrosynthesis dataset with 1.9M reactions from patents (1976-2016). Predict the reactants needed to synthesize the given product. (1) Given the product [CH:2]([C:4]1[O:31][N:32]=[C:33]([C@H:35]2[CH2:36][CH2:37][C@H:38]([C:41]([O:43][CH3:44])=[O:42])[CH2:39][CH2:40]2)[N:34]=1)([CH3:3])[CH3:1], predict the reactants needed to synthesize it. The reactants are: [C:1](O)(=O)[CH:2]([CH3:4])[CH3:3].C(N(C(C)C)CC)(C)C.F[P-](F)(F)(F)(F)F.CN(C)C(F)=[N+](C)C.[OH:31][N:32]=[C:33]([C@H:35]1[CH2:40][CH2:39][C@H:38]([C:41]([O:43][CH3:44])=[O:42])[CH2:37][CH2:36]1)[NH2:34]. (2) Given the product [NH:19]1[C:27]2[C:22](=[CH:23][CH:24]=[CH:25][CH:26]=2)[C:21]([CH2:28][NH:17][CH2:16][CH2:15][CH2:14][NH:13][C:8]2[CH:7]=[C:6]([CH3:18])[C:5]3[C:10](=[CH:11][CH:12]=[C:3]([O:2][CH3:1])[CH:4]=3)[N:9]=2)=[CH:20]1, predict the reactants needed to synthesize it. The reactants are: [CH3:1][O:2][C:3]1[CH:4]=[C:5]2[C:10](=[CH:11][CH:12]=1)[N:9]=[C:8]([NH:13][CH2:14][CH2:15][CH2:16][NH2:17])[CH:7]=[C:6]2[CH3:18].[NH:19]1[C:27]2[C:22](=[CH:23][CH:24]=[CH:25][CH:26]=2)[C:21]([CH:28]=O)=[CH:20]1. (3) Given the product [I:28][C:24]1[CH:23]=[C:22]([CH:27]=[CH:26][CH:25]=1)[CH2:21][NH:20][C:19]([C:16]1[C:15]2[C:10](=[C:11]([F:30])[CH:12]=[CH:13][CH:14]=2)[C:9](=[O:31])[N:8]([NH2:7])[C:17]=1[CH3:18])=[O:29], predict the reactants needed to synthesize it. The reactants are: C(OC(=O)[NH:7][N:8]1[C:17]([CH3:18])=[C:16]([C:19](=[O:29])[NH:20][CH2:21][C:22]2[CH:27]=[CH:26][CH:25]=[C:24]([I:28])[CH:23]=2)[C:15]2[C:10](=[C:11]([F:30])[CH:12]=[CH:13][CH:14]=2)[C:9]1=[O:31])(C)(C)C.